Dataset: Catalyst prediction with 721,799 reactions and 888 catalyst types from USPTO. Task: Predict which catalyst facilitates the given reaction. (1) Reactant: [Cl:1][C:2]1[N:7]=[CH:6][N:5]=[C:4]([C:8]([NH:10][C:11]2[CH:16]=[CH:15][C:14]([S:17](Cl)(=[O:19])=[O:18])=[CH:13][C:12]=2[CH3:21])=[O:9])[CH:3]=1.Cl.[NH2:23][CH2:24][CH2:25][C:26]([O:28][C:29]([CH3:32])([CH3:31])[CH3:30])=[O:27].C(NC(C)C)(C)C. Product: [Cl:1][C:2]1[N:7]=[CH:6][N:5]=[C:4]([C:8]([NH:10][C:11]2[CH:16]=[CH:15][C:14]([S:17]([NH:23][CH2:24][CH2:25][C:26]([O:28][C:29]([CH3:32])([CH3:31])[CH3:30])=[O:27])(=[O:19])=[O:18])=[CH:13][C:12]=2[CH3:21])=[O:9])[CH:3]=1. The catalyst class is: 1. (2) Reactant: [C:1]([C:3]1[CH:4]=[C:5]([CH:10]=[CH:11][C:12]=1[CH3:13])[C:6]([O:8][CH3:9])=[O:7])#[N:2].[NH2:14][OH:15].Cl.C(N(CC)C(C)C)(C)C. Product: [OH:15][N:14]=[C:1]([C:3]1[CH:4]=[C:5]([CH:10]=[CH:11][C:12]=1[CH3:13])[C:6]([O:8][CH3:9])=[O:7])[NH2:2]. The catalyst class is: 7. (3) Reactant: [F:1][C:2]1[CH:14]=[CH:13][C:5]([CH2:6][CH:7]2[CH2:12][CH2:11][NH:10][CH2:9][CH2:8]2)=[CH:4][CH:3]=1.[Cl:15][CH2:16][C:17](Cl)=[O:18]. Product: [Cl:15][CH2:16][C:17]([N:10]1[CH2:9][CH2:8][CH:7]([CH2:6][C:5]2[CH:4]=[CH:3][C:2]([F:1])=[CH:14][CH:13]=2)[CH2:12][CH2:11]1)=[O:18]. The catalyst class is: 6. (4) Reactant: [NH2:1][C:2]1[CH:17]=[CH:16][CH:15]=[C:14]([Cl:18])[C:3]=1[C:4]([NH:6][C:7]1[CH:12]=[CH:11][CH:10]=[CH:9][C:8]=1[F:13])=[O:5].[C:19]([O:23][C:24]([NH:26][CH:27]([CH2:31][CH3:32])[C:28](O)=[O:29])=[O:25])([CH3:22])([CH3:21])[CH3:20].CCN(C(C)C)C(C)C.CN(C(ON1N=NC2C=CC=NC1=2)=[N+](C)C)C.F[P-](F)(F)(F)(F)F. Product: [Cl:18][C:14]1[C:3]([C:4](=[O:5])[NH:6][C:7]2[CH:12]=[CH:11][CH:10]=[CH:9][C:8]=2[F:13])=[C:2]([NH:1][C:28](=[O:29])[C@@H:27]([NH:26][C:24](=[O:25])[O:23][C:19]([CH3:21])([CH3:20])[CH3:22])[CH2:31][CH3:32])[CH:17]=[CH:16][CH:15]=1. The catalyst class is: 3. (5) Reactant: [Cl-].[CH3:2][C:3]1[CH:4]=[CH:5][N:6]2[C:11]=1[C:10](=[O:12])[N:9]([C:13]1[CH:18]=[CH:17][CH:16]=[CH:15][CH:14]=1)[C:8]([C@@H:19]([NH3+:21])[CH3:20])=[N:7]2.Cl[C:23]1[C:24]2[C:31]([S:32][C:33]3[CH:38]=[C:37]([F:39])[CH:36]=[CH:35][C:34]=3[O:40][CH3:41])=[CH:30][N:29]([CH2:42][O:43][CH2:44][CH2:45][Si:46]([CH3:49])([CH3:48])[CH3:47])[C:25]=2[N:26]=[CH:27][N:28]=1.[F-].[Cs+].C(N(CC)C(C)C)(C)C. Product: [F:39][C:37]1[CH:36]=[CH:35][C:34]([O:40][CH3:41])=[C:33]([S:32][C:31]2[C:24]3[C:23]([NH:21][C@H:19]([C:8]4[N:9]([C:13]5[CH:18]=[CH:17][CH:16]=[CH:15][CH:14]=5)[C:10](=[O:12])[C:11]5=[C:3]([CH3:2])[CH:4]=[CH:5][N:6]5[N:7]=4)[CH3:20])=[N:28][CH:27]=[N:26][C:25]=3[N:29]([CH2:42][O:43][CH2:44][CH2:45][Si:46]([CH3:48])([CH3:47])[CH3:49])[CH:30]=2)[CH:38]=1. The catalyst class is: 107.